This data is from Merck oncology drug combination screen with 23,052 pairs across 39 cell lines. The task is: Regression. Given two drug SMILES strings and cell line genomic features, predict the synergy score measuring deviation from expected non-interaction effect. Drug 1: CS(=O)(=O)CCNCc1ccc(-c2ccc3ncnc(Nc4ccc(OCc5cccc(F)c5)c(Cl)c4)c3c2)o1. Cell line: SW620. Drug 2: CCC1(O)C(=O)OCc2c1cc1n(c2=O)Cc2cc3c(CN(C)C)c(O)ccc3nc2-1. Synergy scores: synergy=14.1.